This data is from Reaction yield outcomes from USPTO patents with 853,638 reactions. The task is: Predict the reaction yield, written as a fraction of the theoretical maximum amount of product (1.0 means a 100% yield; for example, 0.34 means a 34% yield). The reactants are [CH2:1]([N:3]([CH3:27])[C:4]([C:6]1[CH:10]=[C:9]([C:11]2[CH:16]=[CH:15][C:14]([CH2:17][NH2:18])=[CH:13][N:12]=2)[N:8]([C:19]2[N:20]=[N:21][C:22]([O:25][CH3:26])=[CH:23][CH:24]=2)[N:7]=1)=[O:5])[CH3:2].[CH3:28][S:29](Cl)(=[O:31])=[O:30]. No catalyst specified. The product is [CH2:1]([N:3]([CH3:27])[C:4]([C:6]1[CH:10]=[C:9]([C:11]2[CH:16]=[CH:15][C:14]([CH2:17][NH:18][S:29]([CH3:28])(=[O:31])=[O:30])=[CH:13][N:12]=2)[N:8]([C:19]2[N:20]=[N:21][C:22]([O:25][CH3:26])=[CH:23][CH:24]=2)[N:7]=1)=[O:5])[CH3:2]. The yield is 0.500.